From a dataset of Forward reaction prediction with 1.9M reactions from USPTO patents (1976-2016). Predict the product of the given reaction. Given the reactants C([O:3][C:4]([C:6]1[CH:11]=[CH:10][N:9]([CH2:12][C:13]2[CH:18]=[CH:17][C:16]([O:19][CH3:20])=[CH:15][C:14]=2[O:21][CH3:22])[C:8](=[O:23])[C:7]=1[CH2:24][N:25]([CH2:36][C:37]([O:39][CH3:40])=[O:38])S(C1C=CC(C)=CC=1)(=O)=O)=O)C.C[O-].[Na+].Cl, predict the reaction product. The product is: [CH3:40][O:39][C:37]([C:36]1[N:25]=[CH:24][C:7]2[C:8](=[O:23])[N:9]([CH2:12][C:13]3[CH:18]=[CH:17][C:16]([O:19][CH3:20])=[CH:15][C:14]=3[O:21][CH3:22])[CH:10]=[CH:11][C:6]=2[C:4]=1[OH:3])=[O:38].